From a dataset of Reaction yield outcomes from USPTO patents with 853,638 reactions. Predict the reaction yield, written as a fraction of the theoretical maximum amount of product (1.0 means a 100% yield; for example, 0.34 means a 34% yield). (1) The reactants are [CH3:1][O:2][CH2:3][C:4]1[CH:9]=[CH:8][CH:7]=[CH:6][C:5]=1[C:10]1[N:15]2[N:16]=[C:17]([NH:19][C:20]3[CH:30]=[CH:29][C:23]4[CH2:24][CH2:25][NH:26][CH2:27][CH2:28][C:22]=4[CH:21]=3)[N:18]=[C:14]2[CH:13]=[CH:12][CH:11]=1.C(=O)([O-])[O-].[K+].[K+].Cl[CH2:38][C:39]([N:41]([CH3:43])[CH3:42])=[O:40].[I-].[Na+]. The catalyst is C(#N)C.C(Cl)(Cl)Cl. The product is [CH3:1][O:2][CH2:3][C:4]1[CH:9]=[CH:8][CH:7]=[CH:6][C:5]=1[C:10]1[N:15]2[N:16]=[C:17]([NH:19][C:20]3[CH:30]=[CH:29][C:23]4[CH2:24][CH2:25][N:26]([CH2:38][C:39]([N:41]([CH3:43])[CH3:42])=[O:40])[CH2:27][CH2:28][C:22]=4[CH:21]=3)[N:18]=[C:14]2[CH:13]=[CH:12][CH:11]=1. The yield is 0.320. (2) The reactants are [C:1]([C:3]1[CH:4]=[N:5][CH:6]=[C:7]([CH:20]=1)[C:8]([N:10]=[S@@:11]([CH3:19])(=[O:18])[C:12]1[CH:17]=[CH:16][CH:15]=[CH:14][CH:13]=1)=[O:9])#[CH:2].I[C:22]1[NH:23][CH:24]=[CH:25][N:26]=1. No catalyst specified. The product is [NH:23]1[CH:24]=[CH:25][N:26]=[C:22]1[C:2]#[C:1][C:3]1[CH:4]=[N:5][CH:6]=[C:7]([CH:20]=1)[C:8]([N:10]=[S@@:11]([CH3:19])(=[O:18])[C:12]1[CH:13]=[CH:14][CH:15]=[CH:16][CH:17]=1)=[O:9]. The yield is 0.290. (3) The reactants are C(OC(=O)[NH:7][S:8]([N:11]1[CH2:16][CH2:15][C:14]([OH:40])([C:17]2[S:18][C:19]([C:22]3[CH:27]=[C:26]([NH:28][C:29]4[N:34]=[C:33]([C:35]([F:38])([F:37])[F:36])[CH:32]=[CH:31][N:30]=4)[CH:25]=[C:24]([CH3:39])[CH:23]=3)=[CH:20][N:21]=2)[CH2:13][CH2:12]1)(=[O:10])=[O:9])(C)(C)C.C(O)(C(F)(F)F)=O. The catalyst is C(Cl)Cl. The product is [OH:40][C:14]1([C:17]2[S:18][C:19]([C:22]3[CH:27]=[C:26]([NH:28][C:29]4[N:34]=[C:33]([C:35]([F:36])([F:38])[F:37])[CH:32]=[CH:31][N:30]=4)[CH:25]=[C:24]([CH3:39])[CH:23]=3)=[CH:20][N:21]=2)[CH2:15][CH2:16][N:11]([S:8]([NH2:7])(=[O:9])=[O:10])[CH2:12][CH2:13]1. The yield is 0.820. (4) The reactants are CC1(C)COB([C:8]2[CH:29]=[CH:28][C:11]3[C:12]4[N:16]([CH2:17][CH2:18][O:19][C:10]=3[CH:9]=2)[CH:15]=[C:14]([C:20]2[N:21]([CH:25]([CH3:27])[CH3:26])[N:22]=[CH:23][N:24]=2)[N:13]=4)OC1.Cl.N[OH:33].[OH-].[Na+]. The catalyst is [Cl-].[NH4+]. The product is [CH:25]([N:21]1[C:20]([C:14]2[N:13]=[C:12]3[C:11]4[CH:28]=[CH:29][C:8]([OH:33])=[CH:9][C:10]=4[O:19][CH2:18][CH2:17][N:16]3[CH:15]=2)=[N:24][CH:23]=[N:22]1)([CH3:27])[CH3:26]. The yield is 0.430. (5) The reactants are CN(C)C=O.[Cl-].[Al+3].[Cl-].[Cl-].[OH:10][C:11]1[S:12][C:13]2[CH:19]=[CH:18][CH:17]=[CH:16][C:14]=2[N:15]=1.[Cl:20][CH2:21][CH2:22][C:23](Cl)=[O:24]. No catalyst specified. The product is [Cl:20][CH2:21][CH2:22][C:23]([C:18]1[CH:17]=[CH:16][C:14]2[NH:15][C:11](=[O:10])[S:12][C:13]=2[CH:19]=1)=[O:24]. The yield is 0.540. (6) The reactants are [CH2:1]([N:6]1[C:14]2[C:9](=[CH:10][CH:11]=[CH:12][CH:13]=2)[C:8]2([C:25]3[C:17](=[CH:18][C:19]4[O:20][CH2:21][O:22][C:23]=4[CH:24]=3)[C:16](=O)[CH2:15]2)[C:7]1=[O:27])[CH2:2][CH2:3][CH2:4][CH3:5].C([SiH](CC)CC)C.FC(F)(F)C(O)=O. No catalyst specified. The product is [CH2:1]([N:6]1[C:14]2[C:9](=[CH:10][CH:11]=[CH:12][CH:13]=2)[C:8]2([C:25]3[C:17](=[CH:18][C:19]4[O:20][CH2:21][O:22][C:23]=4[CH:24]=3)[CH2:16][CH2:15]2)[C:7]1=[O:27])[CH2:2][CH2:3][CH2:4][CH3:5]. The yield is 0.470. (7) The catalyst is O1CCCC1.[Cl-].[Na+].O. The reactants are [H-].[Al+3].[Li+].[H-].[H-].[H-].C[O:8][C:9](=O)[C:10]1[CH:15]=[CH:14][CH:13]=[CH:12][C:11]=1[S:16][CH2:17][CH3:18]. The yield is 0.970. The product is [CH2:17]([S:16][C:11]1[CH:12]=[CH:13][CH:14]=[CH:15][C:10]=1[CH2:9][OH:8])[CH3:18]. (8) The reactants are [CH2:1]([O:3][C:4]([C:6]1[CH:7]=[C:8]2[C:12](=[C:13](I)[CH:14]=1)[NH:11][CH:10]=[C:9]2[CH2:16][CH3:17])=[O:5])[CH3:2].[NH:18]1[CH2:23][CH2:22][CH2:21][CH2:20][C:19]1=[O:24].[O-]P([O-])([O-])=O.[K+].[K+].[K+].CNCCNC. The catalyst is C1(C)C=CC=CC=1.[Cu]I. The product is [CH2:16]([C:9]1[C:8]2[C:12](=[C:13]([N:18]3[CH2:23][CH2:22][CH2:21][CH2:20][C:19]3=[O:24])[CH:14]=[C:6]([C:4]([O:3][CH2:1][CH3:2])=[O:5])[CH:7]=2)[NH:11][CH:10]=1)[CH3:17]. The yield is 0.270.